From a dataset of Reaction yield outcomes from USPTO patents with 853,638 reactions. Predict the reaction yield, written as a fraction of the theoretical maximum amount of product (1.0 means a 100% yield; for example, 0.34 means a 34% yield). (1) The reactants are Br[CH2:2][C:3]([C:5]1[CH:10]=[CH:9][CH:8]=[CH:7][C:6]=1[I:11])=O.[C:12]([NH:19][C:20]([NH2:22])=[NH:21])([O:14][C:15]([CH3:18])([CH3:17])[CH3:16])=[O:13].[I-].[Na+]. The catalyst is CN(C=O)C. The product is [C:15]([O:14][C:12]([N:19]1[C:3]([C:5]2[CH:10]=[CH:9][CH:8]=[CH:7][C:6]=2[I:11])=[CH:2][N:21]=[C:20]1[NH2:22])=[O:13])([CH3:18])([CH3:16])[CH3:17]. The yield is 0.580. (2) The reactants are [Cl:1][C:2]1[CH:3]=[C:4]([CH:7]=[CH:8][CH:9]=1)[CH:5]=O.C1(P(=[CH:29][C:30]([O:32][CH2:33][CH3:34])=[O:31])(C2C=CC=CC=2)C2C=CC=CC=2)C=CC=CC=1. The catalyst is C1COCC1. The product is [Cl:1][C:2]1[CH:3]=[C:4]([CH:5]=[CH:29][C:30]([O:32][CH2:33][CH3:34])=[O:31])[CH:7]=[CH:8][CH:9]=1. The yield is 0.920. (3) The reactants are [CH:1]1[N:5]2[C:6]3[CH:25]=[CH:24][CH:23]=[CH:22][C:7]=3[CH2:8][CH2:9][C@@H:10]([NH:11]C(=O)OCC3C=CC=CC=3)[C:4]2=[N:3][CH:2]=1.C(O)C. The catalyst is [Pd]. The product is [CH:1]1[N:5]2[C:6]3[CH:25]=[CH:24][CH:23]=[CH:22][C:7]=3[CH2:8][CH2:9][C@@H:10]([NH2:11])[C:4]2=[N:3][CH:2]=1. The yield is 1.00. (4) The reactants are [OH-].[Na+].[F:3][C:4]1[CH:9]=[CH:8][C:7]([C:10]2[O:11][C:12]3[CH:22]=[C:21]([NH:23][S:24]([CH3:27])(=[O:26])=[O:25])[C:20]([O:28][CH:29]([CH3:31])[CH3:30])=[CH:19][C:13]=3[C:14]=2[C:15]([O:17]C)=[O:16])=[CH:6][CH:5]=1. The catalyst is CCO.C1COCC1. The product is [F:3][C:4]1[CH:5]=[CH:6][C:7]([C:10]2[O:11][C:12]3[CH:22]=[C:21]([NH:23][S:24]([CH3:27])(=[O:25])=[O:26])[C:20]([O:28][CH:29]([CH3:31])[CH3:30])=[CH:19][C:13]=3[C:14]=2[C:15]([OH:17])=[O:16])=[CH:8][CH:9]=1. The yield is 0.960. (5) The catalyst is C(O)C.[Pd](Cl)Cl.C1(P(C2C=CC=CC=2)C2C=CC=CC=2)C=CC=CC=1.C1(P(C2C=CC=CC=2)C2C=CC=CC=2)C=CC=CC=1. The yield is 0.290. The reactants are C([Sn](CCCC)(CCCC)[C:6]1[CH:11]=[CH:10][C:9]([S:12]([NH2:14])=[O:13])=[CH:8][CH:7]=1)CCC.Br[C:24]1[O:28][C:27]([CH:29]=[O:30])=[CH:26][CH:25]=1.C(OCC)C. The product is [CH:29]([C:27]1[O:28][C:24]([C:6]2[CH:7]=[CH:8][C:9]([S:12]([NH2:14])=[O:13])=[CH:10][CH:11]=2)=[CH:25][CH:26]=1)=[O:30]. (6) The reactants are C([O:4][CH2:5][CH2:6][C:7]1[CH:12]=[C:11]([F:13])[C:10]([N:14]2[C:19]([NH2:20])=[C:18]([C:21](=[O:30])[C:22]3[CH:27]=[CH:26][C:25]([F:28])=[CH:24][C:23]=3[F:29])[CH:17]=[CH:16][C:15]2=[O:31])=[C:9]([F:32])[CH:8]=1)(=O)C. The catalyst is Cl. The product is [NH2:20][C:19]1[N:14]([C:10]2[C:9]([F:32])=[CH:8][C:7]([CH2:6][CH2:5][OH:4])=[CH:12][C:11]=2[F:13])[C:15](=[O:31])[CH:16]=[CH:17][C:18]=1[C:21](=[O:30])[C:22]1[CH:27]=[CH:26][C:25]([F:28])=[CH:24][C:23]=1[F:29]. The yield is 1.00. (7) The reactants are C(O[C:4]([C:6]1[NH:7][CH:8]=[CH:9][C:10]=1[NH:11][CH2:12][C:13]1[C:18]([O:19][CH2:20][CH2:21][O:22][CH2:23][CH3:24])=[CH:17][CH:16]=[CH:15][N:14]=1)=[O:5])C.C(OC([N:30]=[C:31]=[S:32])=O)C. No catalyst specified. The product is [CH2:23]([O:22][CH2:21][CH2:20][O:19][C:18]1[C:13]([CH2:12][N:11]2[C:10]3[CH:9]=[CH:8][NH:7][C:6]=3[C:4](=[O:5])[NH:30][C:31]2=[S:32])=[N:14][CH:15]=[CH:16][CH:17]=1)[CH3:24]. The yield is 0.280.